From a dataset of NCI-60 drug combinations with 297,098 pairs across 59 cell lines. Regression. Given two drug SMILES strings and cell line genomic features, predict the synergy score measuring deviation from expected non-interaction effect. (1) Drug 1: CC(C1=C(C=CC(=C1Cl)F)Cl)OC2=C(N=CC(=C2)C3=CN(N=C3)C4CCNCC4)N. Drug 2: CN(CCCl)CCCl.Cl. Cell line: K-562. Synergy scores: CSS=60.0, Synergy_ZIP=-2.90, Synergy_Bliss=0.497, Synergy_Loewe=-15.6, Synergy_HSA=-0.281. (2) Drug 1: CCCCCOC(=O)NC1=NC(=O)N(C=C1F)C2C(C(C(O2)C)O)O. Drug 2: CC1C(C(CC(O1)OC2CC(CC3=C2C(=C4C(=C3O)C(=O)C5=CC=CC=C5C4=O)O)(C(=O)C)O)N)O. Cell line: PC-3. Synergy scores: CSS=45.0, Synergy_ZIP=-1.22, Synergy_Bliss=-1.93, Synergy_Loewe=-46.0, Synergy_HSA=-0.566. (3) Drug 1: C1=C(C(=O)NC(=O)N1)N(CCCl)CCCl. Drug 2: C1=CC(=CC=C1CCCC(=O)O)N(CCCl)CCCl. Cell line: T-47D. Synergy scores: CSS=33.2, Synergy_ZIP=-6.58, Synergy_Bliss=-2.70, Synergy_Loewe=-3.13, Synergy_HSA=0.477. (4) Drug 1: CCC(=C(C1=CC=CC=C1)C2=CC=C(C=C2)OCCN(C)C)C3=CC=CC=C3.C(C(=O)O)C(CC(=O)O)(C(=O)O)O. Drug 2: C1C(C(OC1N2C=NC(=NC2=O)N)CO)O. Cell line: MDA-MB-231. Synergy scores: CSS=11.6, Synergy_ZIP=-2.02, Synergy_Bliss=1.03, Synergy_Loewe=-1.22, Synergy_HSA=2.36. (5) Drug 1: CC1=C2C(C(=O)C3(C(CC4C(C3C(C(C2(C)C)(CC1OC(=O)C(C(C5=CC=CC=C5)NC(=O)OC(C)(C)C)O)O)OC(=O)C6=CC=CC=C6)(CO4)OC(=O)C)OC)C)OC. Drug 2: C1C(C(OC1N2C=NC(=NC2=O)N)CO)O. Cell line: NCI/ADR-RES. Synergy scores: CSS=13.9, Synergy_ZIP=-2.07, Synergy_Bliss=2.53, Synergy_Loewe=3.67, Synergy_HSA=3.23.